From a dataset of Experimentally validated miRNA-target interactions with 360,000+ pairs, plus equal number of negative samples. Binary Classification. Given a miRNA mature sequence and a target amino acid sequence, predict their likelihood of interaction. (1) The miRNA is mmu-miR-1933-5p with sequence AGUCAUGGUGUUCGGUCUUAGUUU. The protein sequence of the target gene is MANVLCNRARLVSYLPGFCSLVKRVVNPKAFSTAGSSGSDESHVAAAPPDICSRTVWPDETMGPFGPQDQRFQLPGNIGFDCHLNGTASQKKSLVHKTLPDVLAEPLSSERHEFVMAQYVNEFQGNDAPVEQEINSAETYFESARVECAIQTCPELLRKDFESLFPEVANGKLMILTVTQKTKNDMTVWSEEVEIEREVLLEKFINGAKEICYALRAEGYWADFIDPSSGLAFFGPYTNNTLFETDERYRHLGFSVDDLGCCKVIRHSLWGTHVVVGSIFTNATPDSHIMKKLSGN. Result: 0 (no interaction). (2) The miRNA is dre-miR-10b-5p with sequence UACCCUGUAGAACCGAAUUUGUG. The protein sequence of the target gene is MASNDKGMAPSLGSPWASQMGPWDAILKAVKDQLPSLDSDSPLSDYGEEELFIFQRNQTSLIPDLSEELAEDPADGDKSRAWVAAAEESLPEPVLVPAELATEPGCRQNTRTKDASSQEGRDPGRPFESSGEVSALLGMAEEPPRWLEGDLGSLSFNTKGSQGPPWDPQAEATLSCHEGDPKAEPLSTASQESVNRRALRQERRKMIETDILQKVTRDACGPTSSDKGGVKEAPCHAAESAPRSKMPLVEPPEGPPVLSLQQLEAWDLDDILQSLAGQEDNQGNRAPGTVWWAADHRQVQ.... Result: 0 (no interaction). (3) The miRNA is hsa-miR-432-3p with sequence CUGGAUGGCUCCUCCAUGUCU. The protein sequence of the target gene is MADQLTEEQVTEFKEAFSLFDKDGDGCITTRELGTVMRSLGQNPTEAELRDMMSEIDRDGNGTVDFPEFLGMMARKMKDTDNEEEIREAFRVFDKDGNGFVSAAELRHVMTRLGEKLSDEEVDEMIRAADTDGDGQVNYEEFVRVLVSK. Result: 0 (no interaction). (4) The miRNA is mmu-miR-374b-5p with sequence AUAUAAUACAACCUGCUAAGUG. The protein sequence of the target gene is MPSARGKSKSKAPITFGDLAIYFSQEEWEWLSPIQKDLYEDVMLENYRNLVSLGLSFRRPNVITLLEKGKAPWMVEPVRRRRAPDSGSKCETKKLPPNQCNKSGQSICQKLVSAQQKAPTRKSGCNKNSVLVKPKKGHSGKKPLKCNDCGKTFSRSFSLKLHQNIHTGEKPFECSNCRKAFRQISSILLHQRIHSGKKSHECNKCGESFNQRTTLILHMRIHDGKEILDCGKALSQCQSFNIHQKIHVVGNVCQCRKCGKAFNQMSSLLLHKKIHNGKKTHKYNKCGRGFKKKSVFVVHK.... Result: 0 (no interaction).